The task is: Predict the reactants needed to synthesize the given product.. This data is from Full USPTO retrosynthesis dataset with 1.9M reactions from patents (1976-2016). The reactants are: C([N-]C(C)C)(C)C.[Li+].[C:9]1([C:15]([C:33]2[CH:38]=[CH:37][CH:36]=[CH:35][CH:34]=2)([C:27]2[CH:32]=[CH:31][CH:30]=[CH:29][CH:28]=2)[N:16]2[C:20]([CH2:21][CH2:22][CH2:23][CH2:24][C:25]#[N:26])=[N:19][N:18]=[N:17]2)[CH:14]=[CH:13][CH:12]=[CH:11][CH:10]=1.[C:39]([O:47][C@@H:48]1[CH2:56][C@@H:51]2[O:52][C:53](=[O:55])[CH2:54][C@@H:50]2[C@H:49]1/[CH:57]=[CH:58]/[C@@H:59]([O:66][Si:67]([C:80]([CH3:83])([CH3:82])[CH3:81])([C:74]1[CH:79]=[CH:78][CH:77]=[CH:76][CH:75]=1)[C:68]1[CH:73]=[CH:72][CH:71]=[CH:70][CH:69]=1)[CH:60]([CH3:65])[CH2:61][CH2:62][CH2:63][CH3:64])(=[O:46])[C:40]1[CH:45]=[CH:44][CH:43]=[CH:42][CH:41]=1.C(=O)(O)[O-].[Na+]. Given the product [C:39]([O:47][C@@H:48]1[CH2:56][C@@H:51]2[O:52][C:53]([CH:24]([CH2:23][CH2:22][CH2:21][C:20]3[N:16]([C:15]([C:33]4[CH:34]=[CH:35][CH:36]=[CH:37][CH:38]=4)([C:9]4[CH:14]=[CH:13][CH:12]=[CH:11][CH:10]=4)[C:27]4[CH:28]=[CH:29][CH:30]=[CH:31][CH:32]=4)[N:17]=[N:18][N:19]=3)[C:25]#[N:26])([OH:55])[CH2:54][C@@H:50]2[C@H:49]1/[CH:57]=[CH:58]/[C@@H:59]([O:66][Si:67]([C:80]([CH3:82])([CH3:81])[CH3:83])([C:74]1[CH:75]=[CH:76][CH:77]=[CH:78][CH:79]=1)[C:68]1[CH:73]=[CH:72][CH:71]=[CH:70][CH:69]=1)[CH:60]([CH3:65])[CH2:61][CH2:62][CH2:63][CH3:64])(=[O:46])[C:40]1[CH:41]=[CH:42][CH:43]=[CH:44][CH:45]=1, predict the reactants needed to synthesize it.